This data is from HIV replication inhibition screening data with 41,000+ compounds from the AIDS Antiviral Screen. The task is: Binary Classification. Given a drug SMILES string, predict its activity (active/inactive) in a high-throughput screening assay against a specified biological target. (1) The drug is CCC1=C(C(C)=O)C2CCCCCC(C(=O)OC)C2C1=O. The result is 0 (inactive). (2) The molecule is N#CCN1CCCCCC1. The result is 0 (inactive). (3) The molecule is CSC(C)CS(=O)(=O)O. The result is 0 (inactive). (4) The molecule is Cc1cc(=O)oc2cc(OCCCOc3ccc4c(C)cc(=O)oc4c3)ccc12. The result is 0 (inactive). (5) The molecule is CCCCCCCCCCCC(=O)CC(=O)c1c(O)cccc1O. The result is 0 (inactive).